From a dataset of TCR-epitope binding with 47,182 pairs between 192 epitopes and 23,139 TCRs. Binary Classification. Given a T-cell receptor sequence (or CDR3 region) and an epitope sequence, predict whether binding occurs between them. (1) The epitope is FLPRVFSAV. The TCR CDR3 sequence is CASSEGVFGTQYF. Result: 0 (the TCR does not bind to the epitope). (2) The epitope is KAYNVTQAF. The TCR CDR3 sequence is CASSRGSGESDEQFF. Result: 1 (the TCR binds to the epitope). (3) The epitope is NEGVKAAW. The TCR CDR3 sequence is CATQVDQNTGELFF. Result: 0 (the TCR does not bind to the epitope). (4) The epitope is LLLGIGILV. The TCR CDR3 sequence is CSATREDTQYF. Result: 1 (the TCR binds to the epitope). (5) The epitope is SLVKPSFYV. The TCR CDR3 sequence is CASSWGGGSHYGYTF. Result: 0 (the TCR does not bind to the epitope). (6) The epitope is TPQDLNTML. The TCR CDR3 sequence is CSVRTHQGPTNEKLFF. Result: 1 (the TCR binds to the epitope). (7) Result: 1 (the TCR binds to the epitope). The TCR CDR3 sequence is CASSQEGWGSQETQYF. The epitope is AYILFTRFFYV.